This data is from Forward reaction prediction with 1.9M reactions from USPTO patents (1976-2016). The task is: Predict the product of the given reaction. (1) Given the reactants [CH2:1]([OH:8])[C:2]1[CH:7]=[CH:6][CH:5]=[CH:4][CH:3]=1.Cl[C:10]1[N:11]=[C:12]([OH:26])[C:13]2[CH:19]=[CH:18][N:17]=[C:16]([C:20]3[N:21]=[CH:22][N:23]([CH3:25])[CH:24]=3)[C:14]=2[N:15]=1, predict the reaction product. The product is: [CH3:25][N:23]1[CH:24]=[C:20]([C:16]2[C:14]3[N:15]=[C:10]([O:8][CH2:1][C:2]4[CH:7]=[CH:6][CH:5]=[CH:4][CH:3]=4)[N:11]=[C:12]([OH:26])[C:13]=3[CH:19]=[CH:18][N:17]=2)[N:21]=[CH:22]1. (2) The product is: [F:38][CH:2]([F:1])[O:3][C:4]1[CH:5]=[CH:6][C:7]([C:10]2[CH:11]=[N:12][C:13]([NH:16][C:17]3[CH:18]=[CH:19][C:20]([CH:23]([CH2:36][OH:37])[C:24]([N:26]4[CH2:31][CH2:30][N:29]([CH3:40])[CH:28]([C:32]([F:35])([F:34])[F:33])[CH2:27]4)=[O:25])=[CH:21][CH:22]=3)=[N:14][CH:15]=2)=[CH:8][CH:9]=1. Given the reactants [F:1][CH:2]([F:38])[O:3][C:4]1[CH:9]=[CH:8][C:7]([C:10]2[CH:11]=[N:12][C:13]([NH:16][C:17]3[CH:22]=[CH:21][C:20]([CH:23]([CH2:36][OH:37])[C:24]([N:26]4[CH2:31][CH2:30][NH:29][CH:28]([C:32]([F:35])([F:34])[F:33])[CH2:27]4)=[O:25])=[CH:19][CH:18]=3)=[N:14][CH:15]=2)=[CH:6][CH:5]=1.F[CH:40](F)OC1C=CC(C2C=NC(NC3C=CC(C(CO)C(NCCF)=O)=CC=3)=NC=2)=CC=1.C=O.[O-]S([O-])(=O)=O.[Na+].[Na+], predict the reaction product.